Dataset: Full USPTO retrosynthesis dataset with 1.9M reactions from patents (1976-2016). Task: Predict the reactants needed to synthesize the given product. (1) Given the product [F:1][C:2]1[CH:7]=[CH:6][C:5]([S:8]([NH:11][C@@H:12]([CH2:16][C:17]2[CH:18]=[CH:19][C:20]([OH:23])=[CH:21][CH:22]=2)[C:13]([OH:15])=[O:14])(=[O:9])=[O:10])=[CH:4][CH:3]=1, predict the reactants needed to synthesize it. The reactants are: [F:1][C:2]1[CH:7]=[CH:6][C:5]([S:8]([NH:11][C@H:12]([CH2:16][C:17]2[CH:22]=[CH:21][C:20]([OH:23])=[CH:19][CH:18]=2)[C:13]([OH:15])=[O:14])(=[O:10])=[O:9])=[CH:4][CH:3]=1.C(OC(=O)[C@H](CC1C=CC(O)=CC=1)N)(C)(C)C. (2) Given the product [F:32][C:22]1[CH:23]=[C:24]([CH2:27][CH2:28][C:29](=[O:30])[N:16]2[CH2:17][CH2:18][CH:13]([O:12][C:10]3[CH:9]=[CH:8][C:7]4[C:3](=[O:2])[O:4][CH2:5][C:6]=4[CH:11]=3)[CH2:14][CH2:15]2)[CH:25]=[CH:26][C:21]=1[C:19]#[N:20], predict the reactants needed to synthesize it. The reactants are: [Cl-].[O:2]=[C:3]1[C:7]2[CH:8]=[CH:9][C:10]([O:12][CH:13]3[CH2:18][CH2:17][NH2+:16][CH2:15][CH2:14]3)=[CH:11][C:6]=2[CH2:5][O:4]1.[C:19]([C:21]1[CH:26]=[CH:25][C:24]([CH2:27][CH2:28][C:29](O)=[O:30])=[CH:23][C:22]=1[F:32])#[N:20].